This data is from Full USPTO retrosynthesis dataset with 1.9M reactions from patents (1976-2016). The task is: Predict the reactants needed to synthesize the given product. Given the product [F:18][C:19]([F:32])([F:31])[S:20]([O:1][C:2]1[C:3]([CH3:11])=[CH:4][C:5]([C:6]#[N:7])=[CH:8][C:9]=1[CH3:10])(=[O:22])=[O:21], predict the reactants needed to synthesize it. The reactants are: [OH:1][C:2]1[C:9]([CH3:10])=[CH:8][C:5]([C:6]#[N:7])=[CH:4][C:3]=1[CH3:11].N1C=CC=CC=1.[F:18][C:19]([F:32])([F:31])[S:20](O[S:20]([C:19]([F:32])([F:31])[F:18])(=[O:22])=[O:21])(=[O:22])=[O:21].